Predict which catalyst facilitates the given reaction. From a dataset of Catalyst prediction with 721,799 reactions and 888 catalyst types from USPTO. Reactant: [CH:1]1([C:6]2([CH2:14][CH2:15][C:16]3[CH:21]=[CH:20][C:19]([C:22]4([C:25]#[N:26])[CH2:24][CH2:23]4)=[C:18]([F:27])[CH:17]=3)[CH2:11][C:10](=[O:12])[CH2:9][C:8](=[O:13])[O:7]2)[CH2:5][CH2:4][CH2:3][CH2:2]1.[CH3:28][C:29]1[CH:30]=[N:31][C:32]2[N:33]([N:35]=[C:36]([CH:38]=O)[N:37]=2)[CH:34]=1. Product: [CH:1]1([C:6]2([CH2:14][CH2:15][C:16]3[CH:21]=[CH:20][C:19]([C:22]4([C:25]#[N:26])[CH2:23][CH2:24]4)=[C:18]([F:27])[CH:17]=3)[CH2:11][C:10](=[O:12])[CH:9]([CH2:38][C:36]3[N:37]=[C:32]4[N:31]=[CH:30][C:29]([CH3:28])=[CH:34][N:33]4[N:35]=3)[C:8](=[O:13])[O:7]2)[CH2:5][CH2:4][CH2:3][CH2:2]1. The catalyst class is: 5.